This data is from Forward reaction prediction with 1.9M reactions from USPTO patents (1976-2016). The task is: Predict the product of the given reaction. (1) Given the reactants [O:1]1[C:5]2[CH:6]=[CH:7][CH:8]=[CH:9][C:4]=2[N:3]=[C:2]1[N:10]([CH2:23][C:24]1[CH:29]=[CH:28][CH:27]=[C:26]([OH:30])[CH:25]=1)[CH2:11][CH2:12][CH2:13][O:14][C:15]1[CH:20]=[CH:19][C:18]([O:21][CH3:22])=[CH:17][CH:16]=1.C(=O)([O-])[O-].[K+].[K+].FC(F)(F)S(O[C@@H:43]([CH2:51][CH3:52])[C:44]([O:46][CH2:47][CH2:48][CH2:49][CH3:50])=[O:45])(=O)=O.O, predict the reaction product. The product is: [O:1]1[C:5]2[CH:6]=[CH:7][CH:8]=[CH:9][C:4]=2[N:3]=[C:2]1[N:10]([CH2:23][C:24]1[CH:25]=[C:26]([CH:27]=[CH:28][CH:29]=1)[O:30][C@H:43]([CH2:51][CH3:52])[C:44]([O:46][CH2:47][CH2:48][CH2:49][CH3:50])=[O:45])[CH2:11][CH2:12][CH2:13][O:14][C:15]1[CH:20]=[CH:19][C:18]([O:21][CH3:22])=[CH:17][CH:16]=1. (2) The product is: [CH2:9]([N:4]1[CH2:2][CH2:1][CH:7]([NH2:10])[CH2:6][CH2:5]1)[CH3:8]. Given the reactants [CH:1](=O)[CH3:2].[NH:4]1[CH2:9][CH2:8][CH:7]([NH:10]C(=O)OC(C)(C)C)[CH2:6][CH2:5]1, predict the reaction product. (3) Given the reactants [C:1]([O:4][CH:5]([C:19]1[CH:24]=[CH:23][CH:22]=[C:21]([O:25][CH2:26][C:27](=[O:29])[NH2:28])[CH:20]=1)[CH:6]([C:13]1[CH:18]=[CH:17][CH:16]=[CH:15][CH:14]=1)C1SCCCS1)(=[O:3])[CH3:2].C(#N)C.[OH2:33], predict the reaction product. The product is: [C:1]([O:4][CH:5]([C:19]1[CH:24]=[CH:23][CH:22]=[C:21]([O:25][CH2:26][C:27](=[O:29])[NH2:28])[CH:20]=1)[C:6](=[O:33])[C:13]1[CH:18]=[CH:17][CH:16]=[CH:15][CH:14]=1)(=[O:3])[CH3:2]. (4) Given the reactants Br[C:2]1[CH:3]=[C:4]([C:9]2[N:13]([C:14]3[CH:19]=[CH:18][C:17]([F:20])=[C:16]([Cl:21])[CH:15]=3)[N:12]=[C:11]([C:22]([O:24]CC)=[O:23])[CH:10]=2)[CH:5]=[C:6]([F:8])[CH:7]=1.[OH-:27].[K+].C(P(C(C)(C)C)C1C=CC=CC=1C1C(C(C)C)=CC(C(C)C)=CC=1C(C)C)(C)(C)C.Cl, predict the reaction product. The product is: [Cl:21][C:16]1[CH:15]=[C:14]([N:13]2[C:9]([C:4]3[CH:3]=[C:2]([OH:27])[CH:7]=[C:6]([F:8])[CH:5]=3)=[CH:10][C:11]([C:22]([OH:24])=[O:23])=[N:12]2)[CH:19]=[CH:18][C:17]=1[F:20].